This data is from Forward reaction prediction with 1.9M reactions from USPTO patents (1976-2016). The task is: Predict the product of the given reaction. (1) The product is: [N+:1]([C:4]1[CH:5]=[C:6]([CH:23]=[CH:24][CH:25]=1)[CH2:7][NH:8][CH:9]1[CH2:10][CH2:11][CH:12]([NH2:15])[CH2:13][CH2:14]1)([O-:3])=[O:2]. Given the reactants [N+:1]([C:4]1[CH:5]=[C:6]([CH:23]=[CH:24][CH:25]=1)[CH2:7][NH:8][CH:9]1[CH2:14][CH2:13][CH:12]([NH:15]C(=O)OC(C)(C)C)[CH2:11][CH2:10]1)([O-:3])=[O:2], predict the reaction product. (2) Given the reactants C([N:5]1[C:9]2=[N:10][CH:11]=[CH:12][C:13]([C:14]([F:17])([F:16])[F:15])=[C:8]2[C:7](C#N)=[CH:6]1)(C)(C)C.[OH-].[Na+].C(=O)(O)[O-].[Na+], predict the reaction product. The product is: [F:16][C:14]([F:15])([F:17])[C:13]1[CH:12]=[CH:11][N:10]=[C:9]2[NH:5][CH:6]=[CH:7][C:8]=12. (3) Given the reactants [OH:1][C:2]1[CH:3]=[N:4][CH:5]=[CH:6][C:7]=1[CH:8]=O.[F:10][C:11]1[CH:16]=[CH:15][C:14]([NH2:17])=[CH:13][C:12]=1[Cl:18], predict the reaction product. The product is: [Cl:18][C:12]1[CH:13]=[C:14]([N:17]=[CH:8][C:7]2[CH:6]=[CH:5][N:4]=[CH:3][C:2]=2[OH:1])[CH:15]=[CH:16][C:11]=1[F:10].